This data is from Reaction yield outcomes from USPTO patents with 853,638 reactions. The task is: Predict the reaction yield, written as a fraction of the theoretical maximum amount of product (1.0 means a 100% yield; for example, 0.34 means a 34% yield). (1) The reactants are Br[C:2]1[CH:3]=[CH:4][C:5]2[O:11][CH2:10][CH2:9][N:8]([C:12]([O:14][C:15]([CH3:18])([CH3:17])[CH3:16])=[O:13])[CH2:7][C:6]=2[CH:19]=1.[CH3:20][C:21]1[CH:26]=[CH:25][CH:24]=[CH:23][C:22]=1B(O)O.O. The catalyst is C(O)C.C(=O)([O-])[O-].[Na+].[Na+].C1(C)C=CC=CC=1.C1C=CC([P]([Pd]([P](C2C=CC=CC=2)(C2C=CC=CC=2)C2C=CC=CC=2)([P](C2C=CC=CC=2)(C2C=CC=CC=2)C2C=CC=CC=2)[P](C2C=CC=CC=2)(C2C=CC=CC=2)C2C=CC=CC=2)(C2C=CC=CC=2)C2C=CC=CC=2)=CC=1. The product is [CH3:20][C:21]1[CH:26]=[CH:25][CH:24]=[CH:23][C:22]=1[C:2]1[CH:3]=[CH:4][C:5]2[O:11][CH2:10][CH2:9][N:8]([C:12]([O:14][C:15]([CH3:18])([CH3:17])[CH3:16])=[O:13])[CH2:7][C:6]=2[CH:19]=1. The yield is 0.966. (2) The reactants are [CH3:1][S:2]([C:5]1[CH:6]=[C:7]([CH2:11]O)[CH:8]=[CH:9][CH:10]=1)(=[O:4])=[O:3].S(Cl)([Cl:15])=O. No catalyst specified. The product is [Cl:15][CH2:11][C:7]1[CH:8]=[CH:9][CH:10]=[C:5]([S:2]([CH3:1])(=[O:4])=[O:3])[CH:6]=1. The yield is 0.950. (3) The reactants are [NH2:1][C:2]1[C:11]([O:12][C@@H:13]([C:20]2[CH:25]=[CH:24][CH:23]=[CH:22][CH:21]=2)[CH2:14][N:15]2[CH:19]=[CH:18][N:17]=[CH:16]2)=[CH:10][CH:9]=[C:8]2[C:3]=1[CH2:4][CH2:5][CH2:6][C:7]2=[O:26].Cl.[N:28]1[CH:33]=[CH:32][CH:31]=[CH:30][C:29]=1[CH2:34][C:35](O)=[O:36].CCN=C=NCCCN(C)C.Cl. The catalyst is CN(C=O)C. The product is [N:15]1([CH2:14][C@H:13]([C:20]2[CH:25]=[CH:24][CH:23]=[CH:22][CH:21]=2)[O:12][C:11]2[CH:10]=[CH:9][C:8]3[C:7](=[O:26])[CH2:6][CH2:5][CH2:4][C:3]=3[C:2]=2[NH:1][C:35](=[O:36])[CH2:34][C:29]2[CH:30]=[CH:31][CH:32]=[CH:33][N:28]=2)[CH:19]=[CH:18][N:17]=[CH:16]1. The yield is 0.800. (4) The reactants are [Si]([O:8][C@@H:9]1[C@@:42]2([CH3:43])[C:13](=[CH:14][CH:15]=[C:16]3[C@@H:41]2[CH2:40][CH2:39][C@@:38]2([CH3:44])[C@H:17]3[CH2:18][CH:19]=[C:20]2[C@H:21]([O:23][CH2:24]/[CH:25]=[CH:26]\[C:27]([CH3:37])([O:29][Si](CC)(CC)CC)[CH3:28])[CH3:22])[CH2:12][C@@H:11]([O:45][Si](C(C)(C)C)(C)C)[CH2:10]1)(C(C)(C)C)(C)C.[F-].C([N+](CCCC)(CCCC)CCCC)CCC. The catalyst is O1CCCC1. The product is [OH:8][C@@H:9]1[C@@:42]2([CH3:43])[C:13](=[CH:14][CH:15]=[C:16]3[C@@H:41]2[CH2:40][CH2:39][C@@:38]2([CH3:44])[C@H:17]3[CH2:18][CH:19]=[C:20]2[C@H:21]([O:23][CH2:24]/[CH:25]=[CH:26]\[C:27]([OH:29])([CH3:28])[CH3:37])[CH3:22])[CH2:12][C@@H:11]([OH:45])[CH2:10]1. The yield is 0.850. (5) The yield is 0.850. The catalyst is ClCCl. The reactants are [Br:1][C:2]1[CH:7]=[CH:6][C:5]([S:8](Cl)(=[O:10])=[O:9])=[C:4]([O:12][C:13]([F:16])([F:15])[F:14])[CH:3]=1.[C:17]([NH2:21])([CH3:20])([CH3:19])[CH3:18]. The product is [Br:1][C:2]1[CH:7]=[CH:6][C:5]([S:8]([NH:21][C:17]([CH3:20])([CH3:19])[CH3:18])(=[O:10])=[O:9])=[C:4]([O:12][C:13]([F:16])([F:15])[F:14])[CH:3]=1. (6) The reactants are C([Li])CCC.C([Mg]Br)(C)C.Br[C:12]1[CH:13]=[C:14]([CH3:21])[C:15]([O:19][CH3:20])=[C:16]([CH3:18])[CH:17]=1.[C:22]([C:24]1[C:29]([C:30]([C:38]2[CH:43]=[CH:42][CH:41]=[C:40]([O:44][CH2:45][CH2:46][CH2:47][F:48])[CH:39]=2)=[N:31]S(C(C)(C)C)=O)=[CH:28][CH:27]=[CH:26][N:25]=1)#[N:23].C([O-])(O)=O.[Na+].Cl.[NH4+].[OH-]. The catalyst is C1COCC1.O.C(Cl)Cl. The product is [F:48][CH2:47][CH2:46][CH2:45][O:44][C:40]1[CH:39]=[C:38]([C:30]2([C:12]3[CH:13]=[C:14]([CH3:21])[C:15]([O:19][CH3:20])=[C:16]([CH3:18])[CH:17]=3)[C:29]3[C:24](=[N:25][CH:26]=[CH:27][CH:28]=3)[C:22]([NH2:23])=[N:31]2)[CH:43]=[CH:42][CH:41]=1. The yield is 0.320. (7) The reactants are [CH3:1][N:2]([CH3:33])[C:3](=[O:32])[O:4][C:5]1[CH:10]=[C:9]([CH:11]([CH3:13])[CH3:12])[CH:8]=[CH:7][C:6]=1[C:14]1([NH:28][C:29](=[O:31])[CH3:30])[C:22](=[O:23])[C:21]2[C:16](=[CH:17][CH:18]=[CH:19][C:20]=2[N+:24]([O-])=O)[C:15]1=[O:27].Cl. The catalyst is C(O)C.O.[Fe]. The product is [CH3:33][N:2]([CH3:1])[C:3](=[O:32])[O:4][C:5]1[CH:10]=[C:9]([CH:11]([CH3:13])[CH3:12])[CH:8]=[CH:7][C:6]=1[C:14]1([NH:28][C:29](=[O:31])[CH3:30])[C:22](=[O:23])[C:21]2[C:16](=[CH:17][CH:18]=[CH:19][C:20]=2[NH2:24])[C:15]1=[O:27]. The yield is 0.500.